From a dataset of Peptide-MHC class I binding affinity with 185,985 pairs from IEDB/IMGT. Regression. Given a peptide amino acid sequence and an MHC pseudo amino acid sequence, predict their binding affinity value. This is MHC class I binding data. (1) The peptide sequence is VLLPSLFLL. The MHC is HLA-A02:01 with pseudo-sequence HLA-A02:01. The binding affinity (normalized) is 0.669. (2) The peptide sequence is FPRGQGVPI. The MHC is HLA-A26:01 with pseudo-sequence HLA-A26:01. The binding affinity (normalized) is 0.0847. (3) The peptide sequence is AELLPDTTYL. The MHC is HLA-B18:01 with pseudo-sequence HLA-B18:01. The binding affinity (normalized) is 0.